This data is from Full USPTO retrosynthesis dataset with 1.9M reactions from patents (1976-2016). The task is: Predict the reactants needed to synthesize the given product. (1) The reactants are: [CH3:1][O:2][C:3](=[O:20])[CH2:4][C:5]1[CH:10]=[CH:9][CH:8]=[C:7]([NH:11][C:12]([C:14]2[O:15][C:16](Br)=[CH:17][CH:18]=2)=[O:13])[CH:6]=1.[Cl:21][C:22]1[CH:23]=[C:24](B(O)O)[CH:25]=[CH:26][CH:27]=1. Given the product [CH3:1][O:2][C:3](=[O:20])[CH2:4][C:5]1[CH:10]=[CH:9][CH:8]=[C:7]([NH:11][C:12]([C:14]2[O:15][C:16]([C:26]3[CH:25]=[CH:24][CH:23]=[C:22]([Cl:21])[CH:27]=3)=[CH:17][CH:18]=2)=[O:13])[CH:6]=1, predict the reactants needed to synthesize it. (2) The reactants are: [Cl:1][C:2]1[CH:3]=[CH:4][C:5]([I:9])=[C:6]([OH:8])[CH:7]=1.C([O-])([O-])=O.[K+].[K+].Br[CH2:17][C:18]([CH3:20])=[CH2:19]. Given the product [Cl:1][C:2]1[CH:3]=[CH:4][C:5]([I:9])=[C:6]([O:8][CH2:19][C:18]([CH3:20])=[CH2:17])[CH:7]=1, predict the reactants needed to synthesize it. (3) Given the product [Br:1][C:2]1[CH:3]=[N:4][C:5]([C:12]2[CH2:13][CH2:14][O:9][CH2:10][CH:11]=2)=[N:6][CH:7]=1, predict the reactants needed to synthesize it. The reactants are: [Br:1][C:2]1[CH:3]=[N:4][C:5](I)=[N:6][CH:7]=1.[O:9]1[CH2:14][CH:13]=[C:12](B2OC(C)(C)C(C)(C)O2)[CH2:11][CH2:10]1. (4) Given the product [CH2:28]([N:6]1[C:7](=[O:15])[C:8]([N+:12]([O-:14])=[O:13])=[C:9]([CH3:11])[N:10]=[C:5]1/[N:4]=[CH:3]/[N:2]([CH3:1])[CH3:16])[C:29]1[CH:34]=[CH:33][CH:32]=[CH:31][CH:30]=1, predict the reactants needed to synthesize it. The reactants are: [CH3:1][N:2]([CH3:16])/[CH:3]=[N:4]/[C:5]1[NH:6][C:7](=[O:15])[C:8]([N+:12]([O-:14])=[O:13])=[C:9]([CH3:11])[N:10]=1.C1CCN2C(=NCCC2)CC1.[CH2:28](Br)[C:29]1[CH:34]=[CH:33][CH:32]=[CH:31][CH:30]=1.Cl. (5) Given the product [CH:10]1[C:11]2[CH:12]([CH2:14][O:15][C:16]([NH:18][C@H:19]([C:34]([O:36][CH3:37])=[O:35])[CH2:20][C:21]3[CH:22]=[CH:23][C:24]([C:25]([OH:27])=[O:26])=[CH:32][CH:33]=3)=[O:17])[C:13]3[C:5](=[CH:4][CH:3]=[CH:2][CH:1]=3)[C:6]=2[CH:7]=[CH:8][CH:9]=1, predict the reactants needed to synthesize it. The reactants are: [CH:1]1[C:13]2[CH:12]([CH2:14][O:15][C:16]([NH:18][C@H:19]([C:34]([O:36][CH3:37])=[O:35])[CH2:20][C:21]3[CH:33]=[CH:32][C:24]([C:25]([O:27]C(C)(C)C)=[O:26])=[CH:23][CH:22]=3)=[O:17])[C:11]3[C:6](=[CH:7][CH:8]=[CH:9][CH:10]=3)[C:5]=2[CH:4]=[CH:3][CH:2]=1.C(O)(C(F)(F)F)=O. (6) Given the product [CH3:1][N:2]1[C:10]2[C:5](=[CH:6][C:7]([C:22]3[CH:23]=[N:24][CH:25]=[CH:26][C:27]=3[CH:28]=[CH2:29])=[CH:8][CH:9]=2)[CH2:4][C:3]1=[O:20], predict the reactants needed to synthesize it. The reactants are: [CH3:1][N:2]1[C:10]2[C:5](=[CH:6][C:7](B3OC(C)(C)C(C)(C)O3)=[CH:8][CH:9]=2)[CH2:4][C:3]1=[O:20].Br[C:22]1[CH:23]=[N:24][CH:25]=[CH:26][C:27]=1[CH:28]=[CH2:29].COCCOC.C(=O)([O-])[O-].[Na+].[Na+]. (7) Given the product [CH2:14]1[CH2:15][CH2:16][CH:17]([NH:20][CH2:65][CH2:66][S:69]([OH:72])(=[O:71])=[O:70])[CH2:18][CH2:19]1, predict the reactants needed to synthesize it. The reactants are: [Na+].I[C:14]1[CH:19]=[CH:18][C:17]([N:20]2N([C:14]3[CH:19]=[CH:18][C:17]([N+:20]([O-])=O)=[CH:16][C:15]=3[N+]([O-])=O)N=C(C3C=CC(S(O)(=O)=O)=CC=3S(O)(=O)=O)[NH2+]2)=[CH:16][CH:15]=1.C1C(N2[N+](C3C=CC([N+]([O-])=O)=CC=3[N+]([O-])=O)=NC([C:65]3C=C[C:66]([S:69]([O-:72])(=[O:71])=[O:70])=[CH:65][C:66]=3[S:69]([O-:72])(=[O:71])=[O:70])=N2)=CC=C(I)C=1.[Na+]. (8) Given the product [Cl:1][C:2]1[N:7]=[C:6]([C:25]2[CH:30]=[CH:29][C:28]([N+:31]([O-:33])=[O:32])=[CH:27][CH:26]=2)[N:5]=[C:4]([N:9]2[CH2:15][CH:14]3[O:16][CH:11]([CH2:12][CH2:13]3)[CH2:10]2)[CH:3]=1, predict the reactants needed to synthesize it. The reactants are: [Cl:1][C:2]1[N:7]=[C:6](I)[N:5]=[C:4]([N:9]2[CH2:15][CH:14]3[O:16][CH:11]([CH2:12][CH2:13]3)[CH2:10]2)[CH:3]=1.CC1(C)C(C)(C)OB([C:25]2[CH:30]=[CH:29][C:28]([N+:31]([O-:33])=[O:32])=[CH:27][CH:26]=2)O1.C([O-])([O-])=O.[Na+].[Na+]. (9) Given the product [CH3:9][C@@H:6]([CH2:5][CH2:4][CH2:3][C:2]([CH3:10])([O:1][Si:20]([CH2:25][CH3:26])([CH2:23][CH3:24])[CH2:21][CH3:22])[CH3:11])[CH:7]=[O:8], predict the reactants needed to synthesize it. The reactants are: [OH:1][C:2]([CH3:11])([CH3:10])[CH2:3][CH2:4][CH2:5][C@H:6]([CH3:9])[CH:7]=[O:8].N1C(C)=CC=CC=1C.[Si:20](OS(C(F)(F)F)(=O)=O)([CH2:25][CH3:26])([CH2:23][CH3:24])[CH2:21][CH3:22]. (10) Given the product [CH2:1]([O:8][C:9]1[CH:35]=[CH:34][C:33]([B:40]2[O:41][C:42]([CH3:44])([CH3:43])[C:38]([CH3:54])([CH3:37])[O:39]2)=[CH:32][C:10]=1[CH2:11][C@@H:12]([C:22]([O:24][CH2:25][C:26]1[CH:31]=[CH:30][CH:29]=[CH:28][CH:27]=1)=[O:23])[N:13]([C:15]([O:17][C:18]([CH3:21])([CH3:20])[CH3:19])=[O:16])[CH3:14])[C:2]1[CH:7]=[CH:6][CH:5]=[CH:4][CH:3]=1, predict the reactants needed to synthesize it. The reactants are: [CH2:1]([O:8][C:9]1[CH:35]=[CH:34][C:33](I)=[CH:32][C:10]=1[CH2:11][C@@H:12]([C:22]([O:24][CH2:25][C:26]1[CH:31]=[CH:30][CH:29]=[CH:28][CH:27]=1)=[O:23])[N:13]([C:15]([O:17][C:18]([CH3:21])([CH3:20])[CH3:19])=[O:16])[CH3:14])[C:2]1[CH:7]=[CH:6][CH:5]=[CH:4][CH:3]=1.[CH3:37][C:38]1([CH3:54])[C:42]([CH3:44])([CH3:43])[O:41][B:40]([B:40]2[O:41][C:42]([CH3:44])([CH3:43])[C:38]([CH3:54])([CH3:37])[O:39]2)[O:39]1.C([O-])(=O)C.[K+].C1CCCCC1.C(OCC)(=O)C.